This data is from Retrosynthesis with 50K atom-mapped reactions and 10 reaction types from USPTO. The task is: Predict the reactants needed to synthesize the given product. Given the product CC(C)[Si](C(C)C)(C(C)C)n1ncc2cc(C(=O)c3ccccc3C#N)ccc21, predict the reactants needed to synthesize it. The reactants are: CC(C)[Si](C(C)C)(C(C)C)n1ncc2cc(C(O)c3ccccc3C#N)ccc21.